Dataset: Reaction yield outcomes from USPTO patents with 853,638 reactions. Task: Predict the reaction yield, written as a fraction of the theoretical maximum amount of product (1.0 means a 100% yield; for example, 0.34 means a 34% yield). (1) The reactants are [CH2:1]([OH:6])/[CH:2]=[CH:3]/[CH2:4][OH:5].[H-].[Na+].[CH3:9][O:10][C:11]1[CH:18]=[CH:17][C:14]([CH2:15]Cl)=[CH:13][CH:12]=1.[Na+].[Cl-]. The catalyst is CN(C=O)C. The product is [CH3:9][O:10][C:11]1[CH:18]=[CH:17][C:14]([CH2:15][O:5][CH2:4]/[CH:3]=[CH:2]/[CH2:1][OH:6])=[CH:13][CH:12]=1. The yield is 0.210. (2) The reactants are Cl[C:2]1[N:7]=[N:6][C:5]([NH2:8])=[C:4]([CH3:9])[C:3]=1[CH3:10].[CH3:11][S-:12].[Na+]. The catalyst is C(O)C. The product is [CH3:9][C:4]1[C:3]([CH3:10])=[C:2]([S:12][CH3:11])[N:7]=[N:6][C:5]=1[NH2:8]. The yield is 0.210.